Predict the reactants needed to synthesize the given product. From a dataset of Full USPTO retrosynthesis dataset with 1.9M reactions from patents (1976-2016). (1) Given the product [Cl:26][C:21]1[CH:20]=[C:19](/[CH:18]=[CH:17]/[C:16]([N:11]2[CH2:12][CH2:13][C:14](=[O:15])[N:8]([CH:4]([CH2:5][CH2:6][OH:7])[C:3]([N:41]([CH3:42])[CH3:39])=[O:28])[CH2:9][CH2:10]2)=[O:27])[CH:24]=[CH:23][C:22]=1[Cl:25], predict the reactants needed to synthesize it. The reactants are: CO[C:3](=[O:28])[CH:4]([N:8]1[C:14](=[O:15])[CH2:13][CH2:12][N:11]([C:16](=[O:27])/[CH:17]=[CH:18]/[C:19]2[CH:24]=[CH:23][C:22]([Cl:25])=[C:21]([Cl:26])[CH:20]=2)[CH2:10][CH2:9]1)[CH2:5][CH2:6][OH:7].ClC1C=C(/C=C/[C:39]([N:41]2CCC(=O)N(C3CCOC3=O)C[CH2:42]2)=O)C=CC=1Cl.N1CCCCC1. (2) Given the product [F:13][C:14]([F:26])([F:25])[C:5]1[CH:4]=[C:3]([S:9]([Cl:12])(=[O:10])=[O:11])[CH:2]=[CH:7][CH:6]=1, predict the reactants needed to synthesize it. The reactants are: Cl[C:2]1[CH:7]=[CH:6][CH:5]=[C:4](C)[C:3]=1[S:9]([Cl:12])(=[O:11])=[O:10].[F:13][C:14]([F:26])([F:25])C1C=CC=CC=1S(Cl)(=O)=O.N1C=CC=CC=1.C(Cl)Cl.